From a dataset of Peptide-MHC class I binding affinity with 185,985 pairs from IEDB/IMGT. Regression. Given a peptide amino acid sequence and an MHC pseudo amino acid sequence, predict their binding affinity value. This is MHC class I binding data. (1) The peptide sequence is FHKKRVEPL. The MHC is HLA-B40:01 with pseudo-sequence HLA-B40:01. The binding affinity (normalized) is 0.0847. (2) The peptide sequence is FQHKNTCVI. The MHC is H-2-Db with pseudo-sequence H-2-Db. The binding affinity (normalized) is 0.810.